From a dataset of Full USPTO retrosynthesis dataset with 1.9M reactions from patents (1976-2016). Predict the reactants needed to synthesize the given product. Given the product [Br:1][C:2]1[CH:3]=[CH:4][C:5]([C:8]2[N:9]=[C:10]([CH2:13][OH:14])[NH:11][CH:12]=2)=[CH:6][CH:7]=1, predict the reactants needed to synthesize it. The reactants are: [Br:1][C:2]1[CH:7]=[CH:6][C:5]([C:8]2[N:9]=[C:10]([C:13](OCC)=[O:14])[NH:11][CH:12]=2)=[CH:4][CH:3]=1.COCCO[AlH2-]OCCOC.[Na+].